Dataset: Experimentally validated miRNA-target interactions with 360,000+ pairs, plus equal number of negative samples. Task: Binary Classification. Given a miRNA mature sequence and a target amino acid sequence, predict their likelihood of interaction. (1) The miRNA is hsa-miR-4671-5p with sequence ACCGAAGACUGUGCGCUAAUCU. The protein sequence of the target gene is MENTGWMGKGHRMTPACPLLLSVILSLRLATAFDPAPSACSALASGVLYGAFSLQDLFPTIASGCSWTLENPDPTKYSLYLRFNRQEQVCAHFAPRLLPLDHYLVNFTCLRPSPEEAVAQAESEVGRPEEEEAEAAAGLELCSGSGPFTFLHFDKNFVQLCLSAEPSEAPRLLAPAALAFRFVEVLLINNNNSSQFTCGVLCRWSEECGRAAGRACGFAQPGCSCPGEAGAGSTTTTSPGPPAAHTLSNALVPGGPAPPAEADLHSGSSNDLFTTEMRYGEEPEEEPKVKTQWPRSADEP.... Result: 0 (no interaction). (2) The miRNA is hsa-miR-6780a-5p with sequence UUGGGAGGGAAGACAGCUGGAGA. The protein sequence of the target gene is MFSLSSTVQPQVTVPLSHLINAFHTPKNTSVSLSGVSVSQNQHRDVVPEHEAPSSECMFSDFLTKLNIVSIGKGKIFEGYRSMFMEPAKRMKKSLDTTDNWHIRPEPFSLSIPPSLNLRDLGLSELKIGQIDQLVENLLPGFCKGKNISSHWHTSHVSAQSFFENKYGNLDIFSTLRSSCLYRHHSRALQSICSDLQYWPVFIQSRGFKTLKSRTRRLQSTSERLAETQNIAPSFVKGFLLRDRGSDVESLDKLMKTKNIPEAHQDAFKTGFAEGFLKAQALTQKTNDSLRRTRLILFVL.... Result: 1 (interaction). (3) The protein sequence of the target gene is MPSPRPRGSPPPAPSGSRVRPPRSGRSPAPRSPTGPNTPRAPGRFESPFSVEAILARPDPCAPAASQPSGSACVHPAFWTAASLCATGGLPWACPTSWLPAYLSVGFYPVPGPRVAPVCGLLGFGVTGLELAHCSGLWAFPDWAPTEDLQDTERQQKRVRTMFNLEQLEELEKVFAKQHNLVGKKRAQLAARLKLTENQVRVWFQNRRVKYQKQQKLRAAVTSAEAASLDEPSSSSIASIQSDDAESGVDG. The miRNA is hsa-miR-2114-5p with sequence UAGUCCCUUCCUUGAAGCGGUC. Result: 1 (interaction).